Dataset: Catalyst prediction with 721,799 reactions and 888 catalyst types from USPTO. Task: Predict which catalyst facilitates the given reaction. (1) Reactant: Cl.O1CCOCC1.[Si]([O:15][C@H:16]1[CH2:20][CH2:19][N:18]([CH2:21][C:22]2[CH:27]=[CH:26][C:25]([CH:28]([F:30])[F:29])=[CH:24][CH:23]=2)[C:17]1=[O:31])(C(C)(C)C)(C)C. Product: [F:30][CH:28]([F:29])[C:25]1[CH:24]=[CH:23][C:22]([CH2:21][N:18]2[CH2:19][CH2:20][C@H:16]([OH:15])[C:17]2=[O:31])=[CH:27][CH:26]=1. The catalyst class is: 4. (2) Reactant: C(OC([N:11]1[CH2:16][CH2:15][CH:14]([C:17]2[S:18][C:19]([C:44]3[CH:49]=[CH:48][N:47]=[C:46]([NH:50][C:51]([O:53][C:54]([CH3:57])([CH3:56])[CH3:55])=[O:52])[CH:45]=3)=[C:20]([C:22]3[CH:27]=[CH:26][CH:25]=[C:24]([N:28]([S:32]([C:35]4[CH:40]=[C:39]([F:41])[CH:38]=[CH:37][C:36]=4[F:42])(=[O:34])=[O:33])[CH2:29][O:30][CH3:31])[C:23]=3[F:43])[N:21]=2)[CH2:13][CH2:12]1)=O)C1C=CC=CC=1.C([O-])=O.[NH4+]. Product: [C:54]([O:53][C:51](=[O:52])[NH:50][C:46]1[CH:45]=[C:44]([C:19]2[S:18][C:17]([CH:14]3[CH2:15][CH2:16][NH:11][CH2:12][CH2:13]3)=[N:21][C:20]=2[C:22]2[CH:27]=[CH:26][CH:25]=[C:24]([N:28]([S:32]([C:35]3[CH:40]=[C:39]([F:41])[CH:38]=[CH:37][C:36]=3[F:42])(=[O:33])=[O:34])[CH2:29][O:30][CH3:31])[C:23]=2[F:43])[CH:49]=[CH:48][N:47]=1)([CH3:57])([CH3:55])[CH3:56]. The catalyst class is: 29. (3) Reactant: C([O:8][C:9]1[CH:34]=[CH:33][C:12]([C:13]([NH:15][CH2:16][C@H:17]2[CH2:22][CH2:21][C@@H:20]([CH2:23][O:24][C:25]3[CH:30]=[CH:29][C:28]([O:31][CH3:32])=[CH:27][CH:26]=3)[CH2:19][CH2:18]2)=[O:14])=[CH:11][CH:10]=1)C1C=CC=CC=1. Product: [OH:8][C:9]1[CH:10]=[CH:11][C:12]([C:13]([NH:15][CH2:16][C@H:17]2[CH2:22][CH2:21][C@@H:20]([CH2:23][O:24][C:25]3[CH:26]=[CH:27][C:28]([O:31][CH3:32])=[CH:29][CH:30]=3)[CH2:19][CH2:18]2)=[O:14])=[CH:33][CH:34]=1. The catalyst class is: 19. (4) Reactant: [CH2:1]([O:3][C:4](=[O:25])[NH:5][CH:6]([C:16]1[CH:21]=[CH:20][C:19]([OH:22])=[C:18]([O:23][CH3:24])[CH:17]=1)[CH2:7][C:8]1[CH:13]=[CH:12][CH:11]=[C:10]([O:14][CH3:15])[CH:9]=1)[CH3:2].Cl.[C:27](OCC)(=O)[CH3:28].CCCCCC. Product: [CH2:1]([O:3][C:4]([N:5]1[CH:28]=[CH:27][C:21]2[C:16](=[CH:17][C:18]([O:23][CH3:24])=[C:19]([OH:22])[CH:20]=2)[CH:6]1[CH2:7][C:8]1[CH:13]=[CH:12][CH:11]=[C:10]([O:14][CH3:15])[CH:9]=1)=[O:25])[CH3:2]. The catalyst class is: 95. (5) Reactant: [CH3:1][C:2]([CH3:17])([CH2:12][S:13]([CH3:16])(=[O:15])=[O:14])[CH2:3][NH:4]C(=O)OC(C)(C)C.[ClH:18]. Product: [ClH:18].[CH3:1][C:2]([CH3:17])([CH2:12][S:13]([CH3:16])(=[O:15])=[O:14])[CH2:3][NH2:4]. The catalyst class is: 7. (6) Reactant: [F:1][C:2]([F:18])([C:6]1[CH:11]=[CH:10][CH:9]=[C:8]([N:12]2[CH2:17][CH2:16][CH2:15][CH2:14][CH2:13]2)[CH:7]=1)[C:3]([OH:5])=O.P(Cl)(Cl)(Cl)=O.Cl.[NH2:25][CH2:26][C:27]1[CH:28]=[C:29]2[C:33](=[CH:34][CH:35]=1)[C:32](=[O:36])[N:31]([CH:37]1[CH2:42][CH2:41][C:40](=[O:43])[NH:39][C:38]1=[O:44])[CH2:30]2.C(=O)(O)[O-].[Na+]. Product: [O:44]=[C:38]1[CH:37]([N:31]2[CH2:30][C:29]3[C:33](=[CH:34][CH:35]=[C:27]([CH2:26][NH:25][C:3](=[O:5])[C:2]([F:1])([F:18])[C:6]4[CH:11]=[CH:10][CH:9]=[C:8]([N:12]5[CH2:17][CH2:16][CH2:15][CH2:14][CH2:13]5)[CH:7]=4)[CH:28]=3)[C:32]2=[O:36])[CH2:42][CH2:41][C:40](=[O:43])[NH:39]1. The catalyst class is: 17.